This data is from Catalyst prediction with 721,799 reactions and 888 catalyst types from USPTO. The task is: Predict which catalyst facilitates the given reaction. (1) Reactant: Cl.[CH3:2][O:3][C:4]1[CH:5]=[C:6]2[C:11](=[CH:12][C:13]=1[O:14][CH3:15])[CH2:10][NH:9][CH2:8][CH2:7]2.[C:16]([O:20][C:21]([N:23]1[C@H:32]([C:33](O)=[O:34])[CH2:31][C:30]2[C:25](=[CH:26][CH:27]=[CH:28][CH:29]=2)[CH2:24]1)=[O:22])([CH3:19])([CH3:18])[CH3:17].C(N(CC)CC)C.[O-]P1(OP([O-])(=O)OP([O-])(=O)OP([O-])(=O)O1)=O.[Na+].[Na+].[Na+].[Na+]. Product: [CH3:2][O:3][C:4]1[CH:5]=[C:6]2[C:11](=[CH:12][C:13]=1[O:14][CH3:15])[CH2:10][N:9]([C:33]([C@@H:32]1[CH2:31][C:30]3[C:25](=[CH:26][CH:27]=[CH:28][CH:29]=3)[CH2:24][N:23]1[C:21]([O:20][C:16]([CH3:19])([CH3:18])[CH3:17])=[O:22])=[O:34])[CH2:8][CH2:7]2. The catalyst class is: 2. (2) Product: [ClH:36].[ClH:36].[NH:1]([C@@H:8]([CH2:24][OH:25])[C:9]([NH:11][C:12]1[CH:17]=[CH:16][C:15]([C:18]2[CH:19]=[CH:20][N:21]=[CH:22][CH:23]=2)=[CH:14][CH:13]=1)=[O:10])[C:2]1[CH:7]=[CH:6][CH:5]=[CH:4][CH:3]=1. Reactant: [NH:1]([C@@H:8]([CH2:24][O:25]C(C)(C)C)[C:9]([NH:11][C:12]1[CH:17]=[CH:16][C:15]([C:18]2[CH:23]=[CH:22][N:21]=[CH:20][CH:19]=2)=[CH:14][CH:13]=1)=[O:10])[C:2]1[CH:7]=[CH:6][CH:5]=[CH:4][CH:3]=1.C(OCC)(=O)C.[ClH:36]. The catalyst class is: 175. (3) Reactant: C(N(CC)CC)C.Cl.[CH3:9][O:10][C:11]1[CH:16]=[CH:15][C:14]([NH:17][NH2:18])=[CH:13][CH:12]=1.[C:19](O[C:19]([O:21][C:22]([CH3:25])([CH3:24])[CH3:23])=[O:20])([O:21][C:22]([CH3:25])([CH3:24])[CH3:23])=[O:20]. Product: [C:22]([O:21][C:19]([NH:18][NH:17][C:14]1[CH:15]=[CH:16][C:11]([O:10][CH3:9])=[CH:12][CH:13]=1)=[O:20])([CH3:25])([CH3:24])[CH3:23]. The catalyst class is: 5. (4) Reactant: [CH2:1]1[C:13]2[C:5](=[C:6]3[N:11]([N:12]=2)[CH:10]=[CH:9][CH:8]=[CH:7]3)[CH2:4][NH:3][CH2:2]1.Cl[CH2:15][C:16]([N:18]1[CH2:23][CH2:22][N:21]([CH:24]2[CH2:27][CH2:26][CH2:25]2)[CH2:20][CH2:19]1)=[O:17].C([O-])([O-])=O.[K+].[K+].[Na+].[I-]. Product: [CH:24]1([N:21]2[CH2:22][CH2:23][N:18]([C:16](=[O:17])[CH2:15][N:3]3[CH2:4][C:5]4[C:13](=[N:12][N:11]5[C:6]=4[CH:7]=[CH:8][CH:9]=[CH:10]5)[CH2:1][CH2:2]3)[CH2:19][CH2:20]2)[CH2:27][CH2:26][CH2:25]1. The catalyst class is: 47. (5) Reactant: [H-].[Al+3].[Li+].[H-].[H-].[H-].[NH:7]1[C:13](=O)[CH2:12][CH2:11][CH2:10][C:9]2[CH:15]=[CH:16][CH:17]=[CH:18][C:8]1=2.O.[OH-].[Na+]. Product: [NH:7]1[CH2:13][CH2:12][CH2:11][CH2:10][C:9]2[CH:15]=[CH:16][CH:17]=[CH:18][C:8]1=2. The catalyst class is: 7.